This data is from Peptide-MHC class I binding affinity with 185,985 pairs from IEDB/IMGT. The task is: Regression. Given a peptide amino acid sequence and an MHC pseudo amino acid sequence, predict their binding affinity value. This is MHC class I binding data. (1) The peptide sequence is VYPTVTAPV. The MHC is HLA-A02:01 with pseudo-sequence HLA-A02:01. The binding affinity (normalized) is 0.0810. (2) The peptide sequence is QAHMGIAGL. The MHC is HLA-A02:12 with pseudo-sequence HLA-A02:12. The binding affinity (normalized) is 0.0847. (3) The peptide sequence is ETSFIFIET. The MHC is HLA-A02:01 with pseudo-sequence HLA-A02:01. The binding affinity (normalized) is 0.160. (4) The peptide sequence is FQPQNGQFI. The MHC is HLA-A29:02 with pseudo-sequence HLA-A29:02. The binding affinity (normalized) is 0.